From a dataset of Forward reaction prediction with 1.9M reactions from USPTO patents (1976-2016). Predict the product of the given reaction. (1) Given the reactants C([O:3][C:4](=[O:23])[CH2:5][CH2:6][CH2:7][O:8][C:9]1[CH:14]=[CH:13][C:12]([C:15]2[CH:20]=[CH:19][C:18]([C:21]#[N:22])=[CH:17][CH:16]=2)=[CH:11][CH:10]=1)C.[OH-].[Na+].CO, predict the reaction product. The product is: [C:21]([C:18]1[CH:17]=[CH:16][C:15]([C:12]2[CH:13]=[CH:14][C:9]([O:8][CH2:7][CH2:6][CH2:5][C:4]([OH:23])=[O:3])=[CH:10][CH:11]=2)=[CH:20][CH:19]=1)#[N:22]. (2) The product is: [Cl:10][C:11]1[N:16]=[CH:15][C:14](/[CH:17]=[N:9]/[C:6]2[CH:7]=[CH:8][C:3]([O:2][CH3:1])=[CH:4][CH:5]=2)=[CH:13][CH:12]=1. Given the reactants [CH3:1][O:2][C:3]1[CH:8]=[CH:7][C:6]([NH2:9])=[CH:5][CH:4]=1.[Cl:10][C:11]1[N:16]=[CH:15][C:14]([CH:17]=O)=[CH:13][CH:12]=1, predict the reaction product.